Dataset: Experimentally validated miRNA-target interactions with 360,000+ pairs, plus equal number of negative samples. Task: Binary Classification. Given a miRNA mature sequence and a target amino acid sequence, predict their likelihood of interaction. (1) The miRNA is hsa-miR-3936 with sequence UAAGGGGUGUAUGGCAGAUGCA. The protein sequence of the target gene is MQTRLPRALAALGVALLLSSIEAEVDPPSDLNFKIIDENTVHMSWERPVDPIVGYRITVDPTTDGPTKEFTLAASTTETLLSDLIPETQYVVTITSYNEVEESVPVIGQLTIQTGGPTKPGEKKPGKTEIQKCSVSAWTDLVFLVDGSWSVGRNNFKYILDFIVALVSAFDIGEEKTRVGVVQYSSDTRTEFNLNQYYRREDLLAAVKKIPYKGGNTMTGDAIDYLVKNTFTESAGSRAGFPKVAIIITDGKSQDEVEIPARELRNIGVEVFSLGIKAADAKELKQIASTPSLNHVFNVA.... Result: 0 (no interaction). (2) The miRNA is hsa-miR-4303 with sequence UUCUGAGCUGAGGACAG. The protein sequence of the target gene is MEPAGERFPEQRQVLILLLLLEVTLAGWEPRRYSVMEETERGSFVANLANDLGLGVGELAERGARVVSEDNEQGLQLDLQTGQLILNEKLDREKLCGPTEPCIMHFQVLLKKPLEVFRAELLVTDINDHSPEFPEREMTLKIPETSSLGTVFPLKKARDLDVGSNNVQNYNISPNSHFHVSTRTRGDGRKYPELVLDTELDREEQAELRLTLTAVDGGSPPRSGTVQILILVLDANDNAPEFVQALYEVQVPENSPVGSLVVKVSARDLDTGTNGEISYSLYYSSQEIDKPFELSSLSGE.... Result: 0 (no interaction). (3) The miRNA is hsa-miR-548g-3p with sequence AAAACUGUAAUUACUUUUGUAC. The protein sequence of the target gene is MVLLESEQFLTELTRLFQKCRTSGSVYITLKKYDGRTKPIPKKGTVEGFEPADNKCLLRATDGKKKISTVVSSKEVNKFQMAYSNLLRANMDGLKKRDKKNKTKKTKAAAAAAAAAPAAAATAPTTAATTAATAAQ. Result: 0 (no interaction).